From a dataset of Forward reaction prediction with 1.9M reactions from USPTO patents (1976-2016). Predict the product of the given reaction. (1) Given the reactants Br[C:2]1[CH:3]=[C:4]([CH:22]=[CH:23][CH:24]=1)[CH2:5][N:6]1[C:15](=[O:16])[C:14]2[C:9](=[CH:10][CH:11]=[C:12]([C:17]([O:19][CH2:20][CH3:21])=[O:18])[CH:13]=2)[N:8]=[CH:7]1.[NH:25]1[CH2:30][CH2:29][O:28][CH2:27][CH2:26]1.C(=O)([O-])[O-].[Cs+].[Cs+].C1(P(C2C=CC=CC=2)C2C3OC4C(=CC=CC=4P(C4C=CC=CC=4)C4C=CC=CC=4)C(C)(C)C=3C=CC=2)C=CC=CC=1, predict the reaction product. The product is: [O:28]1[CH2:29][CH2:30][N:25]([C:2]2[CH:3]=[C:4]([CH:22]=[CH:23][CH:24]=2)[CH2:5][N:6]2[C:15](=[O:16])[C:14]3[C:9](=[CH:10][CH:11]=[C:12]([C:17]([O:19][CH2:20][CH3:21])=[O:18])[CH:13]=3)[N:8]=[CH:7]2)[CH2:26][CH2:27]1. (2) Given the reactants C[Si]([N:5]=[N+:6]=[N-:7])(C)C.C([Sn](=O)CCCC)CCC.[C:18]([CH2:20][CH2:21][CH2:22][CH2:23][CH2:24][CH2:25][N:26]([CH2:31]/[CH:32]=[CH:33]/[C:34]1[CH:39]=[C:38]([Cl:40])[CH:37]=[C:36]([Cl:41])[CH:35]=1)[S:27]([CH3:30])(=[O:29])=[O:28])#[N:19], predict the reaction product. The product is: [Cl:41][C:36]1[CH:35]=[C:34](/[CH:33]=[CH:32]/[CH2:31][N:26]([CH2:25][CH2:24][CH2:23][CH2:22][CH2:21][CH2:20][C:18]2[NH:19][N:7]=[N:6][N:5]=2)[S:27]([CH3:30])(=[O:29])=[O:28])[CH:39]=[C:38]([Cl:40])[CH:37]=1. (3) Given the reactants [C:1]([N:4]([CH2:21][C@@H:22]1[O:26][C:25](=[O:27])[N:24]([C:28]2[CH:33]=[CH:32][C:31]([CH:34]3[CH2:39][CH2:38][S:37](=[O:41])(=[O:40])[CH2:36][CH2:35]3)=[C:30]([F:42])[CH:29]=2)[CH2:23]1)[C:5]([O:7][CH2:8][O:9][C:10](=[O:20])[CH2:11][NH:12]C(OC(C)(C)C)=O)=[O:6])(=[O:3])[CH3:2].C1(OC)C=CC=CC=1.C1COCC1.[ClH:56], predict the reaction product. The product is: [ClH:56].[C:1]([N:4]([CH2:21][C@@H:22]1[O:26][C:25](=[O:27])[N:24]([C:28]2[CH:33]=[CH:32][C:31]([CH:34]3[CH2:39][CH2:38][S:37](=[O:40])(=[O:41])[CH2:36][CH2:35]3)=[C:30]([F:42])[CH:29]=2)[CH2:23]1)[C:5]([O:7][CH2:8][O:9][C:10](=[O:20])[CH2:11][NH2:12])=[O:6])(=[O:3])[CH3:2].